This data is from Forward reaction prediction with 1.9M reactions from USPTO patents (1976-2016). The task is: Predict the product of the given reaction. (1) The product is: [C:28]([C:30]1[CH:31]=[C:32]([CH:36]=[C:37]([O:39][CH3:40])[CH:38]=1)[C:33]([NH:1][C:2]1[C:3]([CH3:27])=[C:4]2[C:10]([CH:11]3[CH2:16][CH2:15][N:14]([C:17]([CH:19]4[CH2:20][CH2:21][CH2:22][CH2:23]4)=[O:18])[C:13]([CH3:24])([CH3:25])[CH2:12]3)=[CH:9][N:8]([CH3:26])[C:5]2=[N:6][CH:7]=1)=[O:34])#[N:29]. Given the reactants [NH2:1][C:2]1[C:3]([CH3:27])=[C:4]2[C:10]([CH:11]3[CH2:16][CH2:15][N:14]([C:17]([CH:19]4[CH2:23][CH2:22][CH2:21][CH2:20]4)=[O:18])[C:13]([CH3:25])([CH3:24])[CH2:12]3)=[CH:9][N:8]([CH3:26])[C:5]2=[N:6][CH:7]=1.[C:28]([C:30]1[CH:31]=[C:32]([CH:36]=[C:37]([O:39][CH3:40])[CH:38]=1)[C:33](Cl)=[O:34])#[N:29], predict the reaction product. (2) Given the reactants [C:1]([C:5]1[CH:6]=[C:7]([OH:11])[CH:8]=[CH:9][CH:10]=1)([CH3:4])([CH3:3])[CH3:2].C(N(CC)CC)C.[F:19][C:20]([F:33])([F:32])[S:21](O[S:21]([C:20]([F:33])([F:32])[F:19])(=[O:23])=[O:22])(=[O:23])=[O:22], predict the reaction product. The product is: [F:19][C:20]([F:33])([F:32])[S:21]([O:11][C:7]1[CH:8]=[CH:9][CH:10]=[C:5]([C:1]([CH3:4])([CH3:2])[CH3:3])[CH:6]=1)(=[O:23])=[O:22]. (3) Given the reactants [Cl:1][C:2]1[CH:3]=[C:4]([C@@H:8]2[C@@H:13]([C:14]3[CH:19]=[CH:18][C:17]([Cl:20])=[CH:16][CH:15]=3)[N:12]([C@@H:21]([CH2:24][CH3:25])[CH2:22]O)[C:11](=[O:26])[C@@H:10]([CH2:27][C:28]([O:30][CH3:31])=[O:29])[O:9]2)[CH:5]=[CH:6][CH:7]=1.ClC1C=C([C@@H]2[C@@H](C3C=CC(Cl)=CC=3)N([C@@H](CC)CO)C(=O)[C@H](CC(OC)=O)O2)C=CC=1.[CH2:63]([SH:70])[C:64]1[CH:69]=[CH:68][CH:67]=[CH:66][CH:65]=1.C(P(CCCC)(CCCC)=CC#N)CCC, predict the reaction product. The product is: [CH2:63]([S:70][CH2:22][C@@H:21]([N:12]1[C@H:13]([C:14]2[CH:15]=[CH:16][C:17]([Cl:20])=[CH:18][CH:19]=2)[C@@H:8]([C:4]2[CH:5]=[CH:6][CH:7]=[C:2]([Cl:1])[CH:3]=2)[O:9][C@@H:10]([CH2:27][C:28]([O:30][CH3:31])=[O:29])[C:11]1=[O:26])[CH2:24][CH3:25])[C:64]1[CH:69]=[CH:68][CH:67]=[CH:66][CH:65]=1.